The task is: Predict the reactants needed to synthesize the given product.. This data is from Full USPTO retrosynthesis dataset with 1.9M reactions from patents (1976-2016). (1) Given the product [I:19][CH2:2][C:3]1([C:14]([O:16][CH2:17][CH3:18])=[O:15])[CH2:6][N:5]([C:7]([O:9][C:10]([CH3:13])([CH3:12])[CH3:11])=[O:8])[CH2:4]1, predict the reactants needed to synthesize it. The reactants are: Cl[CH2:2][C:3]1([C:14]([O:16][CH2:17][CH3:18])=[O:15])[CH2:6][N:5]([C:7]([O:9][C:10]([CH3:13])([CH3:12])[CH3:11])=[O:8])[CH2:4]1.[I-:19].[Na+].S([O-])([O-])(=O)=S.[Na+].[Na+]. (2) Given the product [Cl:1][C:2]1[CH:3]=[CH:4][C:5]([O:6][C:7]2[CH:31]=[CH:30][C:10]([C:11]([NH:13][CH:14]([CH2:18][C:19]3[CH:20]=[CH:21][C:22]([O:25][C:26]([F:27])([F:29])[F:28])=[CH:23][CH:24]=3)[C:15]([NH:34][CH2:35][CH2:36][OH:37])=[O:17])=[O:12])=[CH:9][CH:8]=2)=[CH:32][CH:33]=1, predict the reactants needed to synthesize it. The reactants are: [Cl:1][C:2]1[CH:33]=[CH:32][C:5]([O:6][C:7]2[CH:31]=[CH:30][C:10]([C:11]([NH:13][CH:14]([CH2:18][C:19]3[CH:24]=[CH:23][C:22]([O:25][C:26]([F:29])([F:28])[F:27])=[CH:21][CH:20]=3)[C:15]([OH:17])=O)=[O:12])=[CH:9][CH:8]=2)=[CH:4][CH:3]=1.[NH2:34][CH2:35][CH2:36][OH:37]. (3) Given the product [CH2:1]([NH:9][C:10]1[CH:22]=[C:21]([C:23]2[CH:24]=[CH:25][CH:26]=[CH:27][CH:28]=2)[CH:20]=[CH:19][C:11]=1[C:12]([O:14][C:15]([CH3:18])([CH3:17])[CH3:16])=[O:13])[C:2]1[CH:7]=[CH:6][CH:5]=[CH:4][CH:3]=1, predict the reactants needed to synthesize it. The reactants are: [CH2:1](Br)[C:2]1[CH:7]=[CH:6][CH:5]=[CH:4][CH:3]=1.[NH2:9][C:10]1[CH:22]=[C:21]([C:23]2[CH:28]=[CH:27][CH:26]=[CH:25][CH:24]=2)[CH:20]=[CH:19][C:11]=1[C:12]([O:14][C:15]([CH3:18])([CH3:17])[CH3:16])=[O:13].C(=O)([O-])[O-].[K+].[K+].Cl. (4) Given the product [Cl:1][C:2]1[CH:7]=[CH:6][CH:5]=[C:4]([Cl:8])[C:3]=1[C:9]1[C:17]2[O:16][CH:15]([CH2:18][OH:19])[S:14][C:13]=2[CH:12]=[C:11]([F:21])[CH:10]=1, predict the reactants needed to synthesize it. The reactants are: [Cl:1][C:2]1[CH:7]=[CH:6][CH:5]=[C:4]([Cl:8])[C:3]=1[C:9]1[C:17]2[O:16][CH:15]([C:18](O)=[O:19])[S:14][C:13]=2[CH:12]=[C:11]([F:21])[CH:10]=1.ClC(OCC(C)C)=O.CN1CCOCC1.[BH4-].[Na+].